This data is from NCI-60 drug combinations with 297,098 pairs across 59 cell lines. The task is: Regression. Given two drug SMILES strings and cell line genomic features, predict the synergy score measuring deviation from expected non-interaction effect. (1) Drug 1: CC1C(C(=O)NC(C(=O)N2CCCC2C(=O)N(CC(=O)N(C(C(=O)O1)C(C)C)C)C)C(C)C)NC(=O)C3=C4C(=C(C=C3)C)OC5=C(C(=O)C(=C(C5=N4)C(=O)NC6C(OC(=O)C(N(C(=O)CN(C(=O)C7CCCN7C(=O)C(NC6=O)C(C)C)C)C)C(C)C)C)N)C. Drug 2: C1C(C(OC1N2C=NC3=C(N=C(N=C32)Cl)N)CO)O. Cell line: K-562. Synergy scores: CSS=29.0, Synergy_ZIP=3.92, Synergy_Bliss=7.76, Synergy_Loewe=-5.81, Synergy_HSA=7.92. (2) Drug 1: CC(C1=C(C=CC(=C1Cl)F)Cl)OC2=C(N=CC(=C2)C3=CN(N=C3)C4CCNCC4)N. Drug 2: CN1C(=O)N2C=NC(=C2N=N1)C(=O)N. Cell line: SK-OV-3. Synergy scores: CSS=-3.21, Synergy_ZIP=-0.0306, Synergy_Bliss=-2.69, Synergy_Loewe=-9.67, Synergy_HSA=-5.07. (3) Drug 1: CN1C(=O)N2C=NC(=C2N=N1)C(=O)N. Drug 2: N.N.Cl[Pt+2]Cl. Cell line: NCIH23. Synergy scores: CSS=50.4, Synergy_ZIP=3.81, Synergy_Bliss=1.45, Synergy_Loewe=-25.7, Synergy_HSA=-3.50. (4) Drug 1: C1=CC(=C2C(=C1NCCNCCO)C(=O)C3=C(C=CC(=C3C2=O)O)O)NCCNCCO. Drug 2: CC12CCC3C(C1CCC2OP(=O)(O)O)CCC4=C3C=CC(=C4)OC(=O)N(CCCl)CCCl.[Na+]. Cell line: RXF 393. Synergy scores: CSS=20.1, Synergy_ZIP=-3.60, Synergy_Bliss=-3.75, Synergy_Loewe=-15.0, Synergy_HSA=-1.69. (5) Drug 1: COC1=CC(=CC(=C1O)OC)C2C3C(COC3=O)C(C4=CC5=C(C=C24)OCO5)OC6C(C(C7C(O6)COC(O7)C8=CC=CS8)O)O. Drug 2: C1=CN(C(=O)N=C1N)C2C(C(C(O2)CO)O)O.Cl. Cell line: HCT116. Synergy scores: CSS=71.5, Synergy_ZIP=0.186, Synergy_Bliss=0.771, Synergy_Loewe=2.32, Synergy_HSA=6.12. (6) Drug 1: C1=NC2=C(N=C(N=C2N1C3C(C(C(O3)CO)O)O)F)N. Drug 2: C1CCC(C(C1)N)N.C(=O)(C(=O)[O-])[O-].[Pt+4]. Cell line: OVCAR-5. Synergy scores: CSS=21.7, Synergy_ZIP=-4.43, Synergy_Bliss=2.70, Synergy_Loewe=-13.7, Synergy_HSA=0.694. (7) Drug 1: C1=CN(C(=O)N=C1N)C2C(C(C(O2)CO)O)O.Cl. Drug 2: C1=NC2=C(N=C(N=C2N1C3C(C(C(O3)CO)O)F)Cl)N. Cell line: T-47D. Synergy scores: CSS=-0.686, Synergy_ZIP=-2.12, Synergy_Bliss=1.13, Synergy_Loewe=-6.48, Synergy_HSA=-4.05.